This data is from Full USPTO retrosynthesis dataset with 1.9M reactions from patents (1976-2016). The task is: Predict the reactants needed to synthesize the given product. Given the product [CH3:29][O:28][C:25]1[CH:26]=[C:27]2[C:22](=[CH:23][C:24]=1[O:30][CH3:31])[N:21]=[CH:20][N:19]=[C:18]2[CH:5]1[CH2:10][CH2:9][NH:8][CH2:7][CH2:6]1, predict the reactants needed to synthesize it. The reactants are: COC([C:5]1([C:18]2[C:27]3[C:22](=[CH:23][C:24]([O:30][CH3:31])=[C:25]([O:28][CH3:29])[CH:26]=3)[N:21]=[CH:20][N:19]=2)[CH2:10][CH2:9][N:8](C(OC(C)(C)C)=O)[CH2:7][CH2:6]1)=O.CO.[OH-].[K+].